This data is from Catalyst prediction with 721,799 reactions and 888 catalyst types from USPTO. The task is: Predict which catalyst facilitates the given reaction. (1) Reactant: [ClH:1].Cl.[CH:3]1([C:9]2[N:10]=[N:11][C:12]([O:28][CH:29]3[CH2:34][CH2:33][NH:32][CH2:31][CH2:30]3)=[CH:13][C:14]=2[C:15]2[CH:20]=[CH:19][C:18]([O:21][CH:22]3[CH2:27][CH2:26][CH2:25][CH2:24][CH2:23]3)=[CH:17][CH:16]=2)[CH2:8][CH2:7][CH2:6][CH2:5][CH2:4]1.Cl.[CH2:36](OCC)C. Product: [ClH:1].[ClH:1].[CH:3]1([C:9]2[N:10]=[N:11][C:12]([O:28][CH:29]3[CH2:30][CH2:31][N:32]([CH3:36])[CH2:33][CH2:34]3)=[CH:13][C:14]=2[C:15]2[CH:20]=[CH:19][C:18]([O:21][CH:22]3[CH2:27][CH2:26][CH2:25][CH2:24][CH2:23]3)=[CH:17][CH:16]=2)[CH2:4][CH2:5][CH2:6][CH2:7][CH2:8]1. The catalyst class is: 2. (2) Reactant: [Br:1][C:2]1[CH:3]=[C:4]2[C:8](=[CH:9][CH:10]=1)[NH:7][C:6](=[O:11])[CH2:5]2.[N:12]1[CH:17]=[CH:16][C:15](/[CH:18]=[CH:19]/[C:20]2[C:28]3[C:23](=[CH:24][C:25]([CH:29]=O)=[CH:26][CH:27]=3)[N:22]([CH2:31][O:32][CH2:33][CH2:34][Si:35]([CH3:38])([CH3:37])[CH3:36])[N:21]=2)=[CH:14][CH:13]=1. Product: [Br:1][C:2]1[CH:3]=[C:4]2[C:8](=[CH:9][CH:10]=1)[NH:7][C:6](=[O:11])/[C:5]/2=[CH:29]/[C:25]1[CH:24]=[C:23]2[C:28]([C:20](/[CH:19]=[CH:18]/[C:15]3[CH:14]=[CH:13][N:12]=[CH:17][CH:16]=3)=[N:21][N:22]2[CH2:31][O:32][CH2:33][CH2:34][Si:35]([CH3:37])([CH3:38])[CH3:36])=[CH:27][CH:26]=1. The catalyst class is: 61. (3) Reactant: Cl[C:2]1[CH:7]=[C:6]([C:8]#[N:9])[CH:5]=[C:4]([N:10]2[CH2:15][CH2:14][N:13]([CH2:16][CH:17]3[CH2:19][CH2:18]3)[CH2:12][CH2:11]2)[N:3]=1.[F:20][C:21]([F:33])([F:32])[O:22][C:23]1[CH:28]=[CH:27][C:26](B(O)O)=[CH:25][CH:24]=1.C(=O)([O-])[O-].[Cs+].[Cs+].CC(C1C=C(C(C)C)C(C2C=CC=CC=2P(C2CCCCC2)C2CCCCC2)=C(C(C)C)C=1)C. Product: [CH:17]1([CH2:16][N:13]2[CH2:14][CH2:15][N:10]([C:4]3[CH:5]=[C:6]([C:8]#[N:9])[CH:7]=[C:2]([C:26]4[CH:25]=[CH:24][C:23]([O:22][C:21]([F:20])([F:32])[F:33])=[CH:28][CH:27]=4)[N:3]=3)[CH2:11][CH2:12]2)[CH2:19][CH2:18]1. The catalyst class is: 584. (4) Reactant: [NH:1]1[C:5]2[CH:6]=[CH:7][CH:8]=[CH:9][C:4]=2[N:3]=[C:2]1[CH2:10][N:11]1[C@@H:23]2[C@H:14]([CH2:15][CH2:16][C:17]3[CH:18]=[CH:19][CH:20]=[N:21][C:22]=32)[CH2:13][CH2:12]1.C(=O)([O-])[O-].[K+].[K+].Br[CH2:31][CH2:32][CH2:33][C:34]#[N:35].[I-].[K+]. Product: [N:11]1([CH2:10][C:2]2[N:3]([CH2:31][CH2:32][CH2:33][CH2:34][NH2:35])[C:4]3[CH:9]=[CH:8][CH:7]=[CH:6][C:5]=3[N:1]=2)[C@@H:23]2[C@H:14]([CH2:15][CH2:16][C:17]3[CH:18]=[CH:19][CH:20]=[N:21][C:22]=32)[CH2:13][CH2:12]1. The catalyst class is: 9.